This data is from Reaction yield outcomes from USPTO patents with 853,638 reactions. The task is: Predict the reaction yield, written as a fraction of the theoretical maximum amount of product (1.0 means a 100% yield; for example, 0.34 means a 34% yield). (1) The reactants are Cl[C:2]1[CH:7]=[C:6](Cl)[N:5]=[CH:4][N:3]=1.[CH3:9][O:10][C:11]1[CH:16]=[CH:15][CH:14]=[CH:13][C:12]=1B(O)O.C([O-])(O)=O.[Na+].[Cl:25]CCl. The catalyst is C(COC)OC.O.Cl[Pd](Cl)([P](C1C=CC=CC=1)(C1C=CC=CC=1)C1C=CC=CC=1)[P](C1C=CC=CC=1)(C1C=CC=CC=1)C1C=CC=CC=1. The product is [Cl:25][C:4]1[N:5]=[C:6]([C:12]2[CH:13]=[CH:14][CH:15]=[CH:16][C:11]=2[O:10][CH3:9])[CH:7]=[CH:2][N:3]=1. The yield is 0.730. (2) The reactants are [BH4-].[Li+].C([O:5][C:6]([C:8]1([NH:13][C:14]([CH:16]2[N:21]([C:22](=[O:36])[CH:23]([NH:28][C:29]([O:31][C:32]([CH3:35])([CH3:34])[CH3:33])=[O:30])[C:24]([CH3:27])([CH3:26])[CH3:25])[CH2:20][CH:19]3[CH:17]2[C:18]3([CH3:38])[CH3:37])=[O:15])[CH2:11][CH:10]([CH3:12])[CH2:9]1)=O)C. The catalyst is C1COCC1. The product is [C:32]([O:31][C:29](=[O:30])[NH:28][CH:23]([C:22]([N:21]1[CH2:20][CH:19]2[CH:17]([C:18]2([CH3:37])[CH3:38])[CH:16]1[C:14](=[O:15])[NH:13][C:8]1([CH2:6][OH:5])[CH2:9][CH:10]([CH3:12])[CH2:11]1)=[O:36])[C:24]([CH3:27])([CH3:25])[CH3:26])([CH3:33])([CH3:34])[CH3:35]. The yield is 0.560.